From a dataset of Reaction yield outcomes from USPTO patents with 853,638 reactions. Predict the reaction yield, written as a fraction of the theoretical maximum amount of product (1.0 means a 100% yield; for example, 0.34 means a 34% yield). (1) The reactants are [SH:1][CH2:2][CH2:3][C:4]([OH:6])=[O:5].[F:7][C:8]([F:12])([F:11])[CH:9]=[CH2:10]. The catalyst is N(C(C)(C)C#N)=NC(C)(C)C#N.C(C1C=CC=CC=1)(=O)CCCCCCC.C1(C)C=CC=CC=1. The product is [F:7][C:8]([F:12])([F:11])[CH2:9][CH2:10][S:1][CH2:2][CH2:3][C:4]([OH:6])=[O:5]. The yield is 0.830. (2) The reactants are C(OC(CCCCC([O:17][C:18]1[C:27](=[O:28])[C:26]2[C:21](=[CH:22][CH:23]=[CH:24][CH:25]=2)[O:20][C:19]=1[C:29]1[CH:34]=[CH:33][CH:32]=[CH:31][CH:30]=1)=O)=O)C1C=CC=CC=1.C1COCC1. The catalyst is [OH-].[OH-].[Pd+2].CCO. The product is [OH:17][C:18]1[C:27](=[O:28])[C:26]2[C:21](=[CH:22][CH:23]=[CH:24][CH:25]=2)[O:20][C:19]=1[C:29]1[CH:30]=[CH:31][CH:32]=[CH:33][CH:34]=1. The yield is 0.890. (3) The catalyst is CN(C=O)C. The product is [CH:28]1([CH:33]([N:4]2[CH:5]=[C:6]([C:7]3[N:12]4[CH:13]=[CH:14][N:15]=[C:11]4[CH:10]=[C:9]([C:16]4[CH:21]=[CH:20][C:19]([N:22]5[CH2:27][CH2:26][O:25][CH2:24][CH2:23]5)=[CH:18][CH:17]=4)[N:8]=3)[C:2]([CH3:1])=[N:3]2)[CH2:34][C:35]#[N:36])[CH2:32][CH2:31][CH2:30][CH2:29]1. The yield is 0.412. The reactants are [CH3:1][C:2]1[C:6]([C:7]2[N:12]3[CH:13]=[CH:14][N:15]=[C:11]3[CH:10]=[C:9]([C:16]3[CH:21]=[CH:20][C:19]([N:22]4[CH2:27][CH2:26][O:25][CH2:24][CH2:23]4)=[CH:18][CH:17]=3)[N:8]=2)=[CH:5][NH:4][N:3]=1.[CH:28]1([CH:33]=[CH:34][C:35]#[N:36])[CH2:32][CH2:31][CH2:30][CH2:29]1.C1CCN2C(=NCCC2)CC1. (4) The reactants are [CH2:1]([N:8]1[CH:17]=[C:16]([CH:18]=O)[C:15]2[C:10](=[CH:11][CH:12]=[CH:13][CH:14]=2)[C:9]1=[O:20])[C:2]1[CH:7]=[CH:6][CH:5]=[CH:4][CH:3]=1.[Cl:21][C:22]1[CH:23]=[C:24]2[C:28](=[CH:29][CH:30]=1)[N:27]([CH2:31][C:32]([O:34][CH3:35])=[O:33])[C:26]([CH3:36])=[CH:25]2.C([SiH](CC)CC)C.FC(F)(F)C(O)=O. The catalyst is C(Cl)Cl. The product is [CH2:1]([N:8]1[CH:17]=[C:16]([CH2:18][C:25]2[C:24]3[C:28](=[CH:29][CH:30]=[C:22]([Cl:21])[CH:23]=3)[N:27]([CH2:31][C:32]([O:34][CH3:35])=[O:33])[C:26]=2[CH3:36])[C:15]2[C:10](=[CH:11][CH:12]=[CH:13][CH:14]=2)[C:9]1=[O:20])[C:2]1[CH:3]=[CH:4][CH:5]=[CH:6][CH:7]=1. The yield is 0.610. (5) The reactants are C([O:3][C:4](=[O:19])[CH:5]([O:16][CH2:17][CH3:18])[CH2:6][C:7]1[CH:8]=[C:9]2[C:13](=[CH:14][CH:15]=1)[NH:12][CH:11]=[CH:10]2)C.Cl[CH2:21][C:22]1[N:23]=[C:24]([C:28]2[CH:33]=[CH:32][C:31]([CH2:34][CH3:35])=[CH:30][CH:29]=2)[O:25][C:26]=1[CH3:27]. No catalyst specified. The product is [CH2:17]([O:16][CH:5]([CH2:6][C:7]1[CH:8]=[C:9]2[C:13](=[CH:14][CH:15]=1)[N:12]([CH2:21][C:22]1[N:23]=[C:24]([C:28]3[CH:29]=[CH:30][C:31]([CH2:34][CH3:35])=[CH:32][CH:33]=3)[O:25][C:26]=1[CH3:27])[CH:11]=[CH:10]2)[C:4]([OH:3])=[O:19])[CH3:18]. The yield is 0.410. (6) The reactants are [N:1]1[N:5]2[C:6](=O)[CH:7]=[CH:8][NH:9][C:4]2=[CH:3][CH:2]=1.P(Cl)(Cl)([Cl:13])=O.C(N(C(C)C)CC)(C)C. No catalyst specified. The product is [Cl:13][C:6]1[N:5]2[N:1]=[CH:2][CH:3]=[C:4]2[N:9]=[CH:8][CH:7]=1. The yield is 0.710. (7) The reactants are C[Si]([C:5]#[N:6])(C)C.[C:7]([O:11][C:12]([N:14]1[CH2:19][CH2:18][N:17]([C:20]2[CH:25]=[CH:24][C:23]([NH2:26])=[CH:22][CH:21]=2)[CH2:16][CH2:15]1)=[O:13])([CH3:10])([CH3:9])[CH3:8].[C:27]1(=O)[CH2:30][CH2:29][CH2:28]1.S([O-])([O-])(=O)=O.[Na+].[Na+]. The catalyst is ClCCl.CC(C)=O. The product is [C:7]([O:11][C:12]([N:14]1[CH2:19][CH2:18][N:17]([C:20]2[CH:21]=[CH:22][C:23]([NH:26][C:27]3([C:5]#[N:6])[CH2:30][CH2:29][CH2:28]3)=[CH:24][CH:25]=2)[CH2:16][CH2:15]1)=[O:13])([CH3:10])([CH3:8])[CH3:9]. The yield is 0.840.